This data is from Catalyst prediction with 721,799 reactions and 888 catalyst types from USPTO. The task is: Predict which catalyst facilitates the given reaction. (1) Reactant: C([Sn](CCCC)(CCCC)[C:6]1[N:7]=[CH:8][N:9]2[CH:14]=[CH:13][CH:12]=[CH:11][C:10]=12)CCC.[C:23]([NH:27][C:28]([C:30]1[C:38]2[C:33](=[N:34][CH:35]=[C:36](Br)[N:37]=2)[N:32]([CH2:40][O:41][CH2:42][CH2:43][Si:44]([CH3:47])([CH3:46])[CH3:45])[CH:31]=1)=[O:29])([CH3:26])([CH3:25])[CH3:24]. Product: [C:23]([NH:27][C:28]([C:30]1[C:38]2[C:33](=[N:34][CH:35]=[C:36]([C:6]3[N:7]=[CH:8][N:9]4[CH:14]=[CH:13][CH:12]=[CH:11][C:10]=34)[N:37]=2)[N:32]([CH2:40][O:41][CH2:42][CH2:43][Si:44]([CH3:47])([CH3:46])[CH3:45])[CH:31]=1)=[O:29])([CH3:26])([CH3:25])[CH3:24]. The catalyst class is: 441. (2) The catalyst class is: 197. Product: [F:1][C:2]1[CH:7]=[CH:6][C:5]([C:8]([CH3:20])([CH3:19])[CH2:9][NH:10][C:11]2[CH:18]=[CH:17][C:14]([C:15]([NH2:16])=[O:22])=[CH:13][N:12]=2)=[CH:4][CH:3]=1. Reactant: [F:1][C:2]1[CH:7]=[CH:6][C:5]([C:8]([CH3:20])([CH3:19])[CH2:9][NH:10][C:11]2[CH:18]=[CH:17][C:14]([C:15]#[N:16])=[CH:13][N:12]=2)=[CH:4][CH:3]=1.C([O-])([O-])=[O:22].[K+].[K+].OO.